This data is from Reaction yield outcomes from USPTO patents with 853,638 reactions. The task is: Predict the reaction yield, written as a fraction of the theoretical maximum amount of product (1.0 means a 100% yield; for example, 0.34 means a 34% yield). The reactants are C([O:3][C:4](=O)[CH2:5][CH:6]1[CH2:11][CH2:10][N:9]([CH3:12])[CH2:8][CH2:7]1)C.[NH2:14][NH2:15]. The catalyst is C(O)C. The product is [CH3:12][N:9]1[CH2:10][CH2:11][CH:6]([CH2:5][C:4]([NH:14][NH2:15])=[O:3])[CH2:7][CH2:8]1. The yield is 0.990.